Dataset: Full USPTO retrosynthesis dataset with 1.9M reactions from patents (1976-2016). Task: Predict the reactants needed to synthesize the given product. (1) Given the product [Cl:1][C:2]1[CH:3]=[CH:4][C:5]([C:8]2[O:9][CH:10]=[C:11]([CH2:13][CH2:14][NH:15][C:28](=[O:29])[C:27]3[CH:31]=[C:23]([C:20]4[N:19]=[C:18]([C:17]([F:33])([F:32])[F:16])[O:22][N:21]=4)[CH:24]=[N:25][CH:26]=3)[N:12]=2)=[CH:6][CH:7]=1, predict the reactants needed to synthesize it. The reactants are: [Cl:1][C:2]1[CH:7]=[CH:6][C:5]([C:8]2[O:9][CH:10]=[C:11]([CH2:13][CH2:14][NH2:15])[N:12]=2)=[CH:4][CH:3]=1.[F:16][C:17]([F:33])([F:32])[C:18]1[O:22][N:21]=[C:20]([C:23]2[CH:24]=[N:25][CH:26]=[C:27]([CH:31]=2)[C:28](O)=[O:29])[N:19]=1. (2) Given the product [F:6][C:7]1[CH:8]=[CH:9][C:10]([O:13][CH3:14])=[C:11]([S:2]([Cl:1])(=[O:5])=[O:3])[CH:12]=1, predict the reactants needed to synthesize it. The reactants are: [Cl:1][S:2]([OH:5])(=O)=[O:3].[F:6][C:7]1[CH:12]=[CH:11][C:10]([O:13][CH3:14])=[CH:9][CH:8]=1.